Dataset: Full USPTO retrosynthesis dataset with 1.9M reactions from patents (1976-2016). Task: Predict the reactants needed to synthesize the given product. (1) Given the product [Cl-:32].[O:1]1[C:6]2[CH:7]=[CH:8][CH:9]=[C:10]([N:11]3[CH2:16][CH2:15][N+:14]4([CH:17]([CH3:20])[CH2:18]4)[CH2:13][CH2:12]3)[C:5]=2[O:4][CH2:3][CH2:2]1, predict the reactants needed to synthesize it. The reactants are: [O:1]1[C:6]2[CH:7]=[CH:8][CH:9]=[C:10]([N:11]3[CH2:16][CH2:15][N:14]([CH:17]([CH3:20])[CH2:18]O)[CH2:13][CH2:12]3)[C:5]=2[O:4][CH2:3][CH2:2]1.C(N(CC)CC)C.S([Cl:32])(C)(=O)=O. (2) Given the product [F:1][C:2]1[CH:3]=[N:4][C:5]([C:8]([NH:9][C:13](=[O:15])[CH3:14])=[CH2:20])=[N:6][CH:7]=1, predict the reactants needed to synthesize it. The reactants are: [F:1][C:2]1[CH:3]=[N:4][C:5]([C:8]#[N:9])=[N:6][CH:7]=1.C[Mg+].[Br-].[C:13](OC(=O)C)(=[O:15])[CH3:14].[C:20](=O)(O)[O-].[Na+]. (3) Given the product [C:54]([O:53][C:51]([N:45]1[C@H:44]([CH3:43])[CH2:49][N:48]([CH2:37][C:36]([NH:35][C:29]2[CH:28]=[C:27]([CH:32]=[CH:31][C:30]=2[O:33][CH3:34])[C:26]([O:25][C@H:9]([C:10]2[CH:15]=[CH:14][C:13]([O:16][CH:17]([F:19])[F:18])=[C:12]([O:20][CH2:21][CH:22]3[CH2:24][CH2:23]3)[CH:11]=2)[CH2:8][C:7]2[C:2]([Cl:1])=[CH:3][N+:4]([O-:42])=[CH:5][C:6]=2[Cl:41])=[O:40])=[O:39])[C@@H:47]([CH3:50])[CH2:46]1)=[O:52])([CH3:57])([CH3:55])[CH3:56], predict the reactants needed to synthesize it. The reactants are: [Cl:1][C:2]1[CH:3]=[N+:4]([O-:42])[CH:5]=[C:6]([Cl:41])[C:7]=1[CH2:8][C@H:9]([O:25][C:26](=[O:40])[C:27]1[CH:32]=[CH:31][C:30]([O:33][CH3:34])=[C:29]([NH:35][C:36](=[O:39])[CH2:37]Cl)[CH:28]=1)[C:10]1[CH:15]=[CH:14][C:13]([O:16][CH:17]([F:19])[F:18])=[C:12]([O:20][CH2:21][CH:22]2[CH2:24][CH2:23]2)[CH:11]=1.[CH3:43][C@@H:44]1[CH2:49][NH:48][C@@H:47]([CH3:50])[CH2:46][N:45]1[C:51]([O:53][C:54]([CH3:57])([CH3:56])[CH3:55])=[O:52].C([O-])([O-])=O.[K+].[K+]. (4) Given the product [Br:17][C:12]1[CH:11]=[C:10]([CH:6]2[O:7][CH2:8][CH2:9][N:4]([CH2:1][CH2:2][CH3:3])[CH2:5]2)[CH:15]=[CH:14][C:13]=1[OH:16], predict the reactants needed to synthesize it. The reactants are: [CH2:1]([N:4]1[CH2:9][CH2:8][O:7][CH:6]([C:10]2[CH:15]=[CH:14][C:13]([OH:16])=[CH:12][CH:11]=2)[CH2:5]1)[CH2:2][CH3:3].[Br:17]N1C(=O)CCC1=O. (5) Given the product [ClH:10].[CH3:12][O:6][C:5]([CH:2]1[CH2:3][CH2:4][NH:1]1)=[O:7], predict the reactants needed to synthesize it. The reactants are: [NH:1]1[CH2:4][CH2:3][CH:2]1[C:5]([OH:7])=[O:6].S(Cl)([Cl:10])=O.[CH3:12]O. (6) Given the product [F:11][C:9]1[CH:8]=[CH:7][C:3]([C:4]([OH:6])=[O:5])=[C:2]([NH:15][C:14]2[CH:16]=[CH:17][CH:18]=[CH:19][C:13]=2[F:12])[CH:10]=1, predict the reactants needed to synthesize it. The reactants are: Br[C:2]1[CH:10]=[C:9]([F:11])[CH:8]=[CH:7][C:3]=1[C:4]([OH:6])=[O:5].[F:12][C:13]1[CH:19]=[CH:18][CH:17]=[CH:16][C:14]=1[NH2:15].C(=O)([O-])[O-].[K+].[K+].C(OCCO)C. (7) Given the product [CH:18]([C:21]1[CH:26]=[CH:25][C:24]([C:2]2[S:6][C:5]([C:7]3[CH:8]=[C:9]([CH:15]=[CH:16][CH:17]=3)[C:10]([O:12][CH2:13][CH3:14])=[O:11])=[CH:4][CH:3]=2)=[CH:23][CH:22]=1)([CH3:20])[CH3:19], predict the reactants needed to synthesize it. The reactants are: Br[C:2]1[S:6][C:5]([C:7]2[CH:8]=[C:9]([CH:15]=[CH:16][CH:17]=2)[C:10]([O:12][CH2:13][CH3:14])=[O:11])=[CH:4][CH:3]=1.[CH:18]([C:21]1[CH:26]=[CH:25][C:24](B(O)O)=[CH:23][CH:22]=1)([CH3:20])[CH3:19].C([O-])([O-])=O.[Na+].[Na+]. (8) Given the product [NH:7]1[CH:11]=[CH:10][C:9]([CH:12]([C:14]2[CH:31]=[CH:30][C:17]3[NH:18][C:19](=[O:21])[S:20][C:16]=3[CH:15]=2)[CH3:13])=[N:8]1, predict the reactants needed to synthesize it. The reactants are: O1CCCCC1[N:7]1[CH:11]=[CH:10][C:9]([CH:12]([C:14]2[CH:31]=[CH:30][C:17]3[N:18](COCC[Si](C)(C)C)[C:19](=[O:21])[S:20][C:16]=3[CH:15]=2)[CH3:13])=[N:8]1.FC(F)(F)C(O)=O.